This data is from Ames mutagenicity test results for genotoxicity prediction. The task is: Regression/Classification. Given a drug SMILES string, predict its toxicity properties. Task type varies by dataset: regression for continuous values (e.g., LD50, hERG inhibition percentage) or binary classification for toxic/non-toxic outcomes (e.g., AMES mutagenicity, cardiotoxicity, hepatotoxicity). Dataset: ames. (1) The drug is O=C1c2ccccc2CCc2ccccc21. The result is 0 (non-mutagenic). (2) The compound is CC(C)CNCC(C)C. The result is 0 (non-mutagenic). (3) The molecule is CCn1cc(C(=O)O)c(=O)c2cc(F)c(-c3ccc(O)cc3)c(F)c21. The result is 1 (mutagenic). (4) The compound is CN(N=O)C(N)=O. The result is 1 (mutagenic). (5) The drug is OC1c2ccccc2-c2cc3ccccc3c(Cl)c2C1O. The result is 0 (non-mutagenic). (6) The compound is CNC(=O)O/N=C\C(C)(C)SC. The result is 0 (non-mutagenic). (7) The molecule is Cc1ccc2cc3c(c4c2c1CC4)C1NC1c1ccccc1-3. The result is 1 (mutagenic). (8) The result is 1 (mutagenic). The drug is CCCCON(OC(C)=O)C(=O)c1ccc(OC)cc1. (9) The drug is Cc1ccc2nc(-c3ccc(N)cc3)sc2c1S(=O)(=O)O. The result is 1 (mutagenic). (10) The drug is C=C(Br)C(=O)O. The result is 0 (non-mutagenic).